This data is from Forward reaction prediction with 1.9M reactions from USPTO patents (1976-2016). The task is: Predict the product of the given reaction. (1) The product is: [N:21]1([CH2:27][CH2:28][NH:29][CH:7]([C:1]2[CH:6]=[CH:5][CH:4]=[CH:3][CH:2]=2)[CH2:8][N:9]2[CH2:14][CH2:13][CH2:12][CH2:11][CH2:10]2)[CH2:26][CH2:25][O:24][CH2:23][CH2:22]1. Given the reactants [C:1]1([CH:7](O)[CH2:8][N:9]2[CH2:14][CH2:13][CH2:12][CH2:11][CH2:10]2)[CH:6]=[CH:5][CH:4]=[CH:3][CH:2]=1.CS(Cl)(=O)=O.[N:21]1([CH2:27][CH2:28][NH2:29])[CH2:26][CH2:25][O:24][CH2:23][CH2:22]1, predict the reaction product. (2) Given the reactants CCN(C(C)C)C(C)C.Cl.Cl.ClC1C=CC([C@@H](CNC(C)C)[C:20]([N:22]2[CH2:27][CH2:26][N:25]([C:28]3[C:33]([C:34]4[CH:39]=[CH:38][CH:37]=[CH:36][CH:35]=4)=[CH:32][N:31]=[C:30]4[NH:40][N:41]=[C:42]([O:43][CH3:44])[C:29]=34)[CH2:24][CH2:23]2)=[O:21])=CC=1.[C:50]([O:54][C:55]([NH:57][C@H:58]([CH2:62][C:63]1[CH:68]=[CH:67][C:66]([Cl:69])=[CH:65][CH:64]=1)C(O)=O)=[O:56])([CH3:53])([CH3:52])[CH3:51].CN(C(ON1N=NC2C=CC=CC1=2)=[N+](C)C)C.[B-](F)(F)(F)F, predict the reaction product. The product is: [Cl:69][C:66]1[CH:65]=[CH:64][C:63]([CH2:62][C@@H:58]([NH:57][C:55](=[O:56])[O:54][C:50]([CH3:52])([CH3:51])[CH3:53])[C:20]([N:22]2[CH2:27][CH2:26][N:25]([C:28]3[C:33]([C:34]4[CH:39]=[CH:38][CH:37]=[CH:36][CH:35]=4)=[CH:32][N:31]=[C:30]4[NH:40][N:41]=[C:42]([O:43][CH3:44])[C:29]=34)[CH2:24][CH2:23]2)=[O:21])=[CH:68][CH:67]=1. (3) Given the reactants Cl[C:2]1[CH:3]=[CH:4][C:5]2[N:6]([C:8]([CH2:11][C:12]3[C:13]([F:23])=[C:14]4[C:18](=[CH:19][C:20]=3[F:21])[N:17]([CH3:22])[N:16]=[CH:15]4)=[CH:9][N:10]=2)[N:7]=1.COCCOC.[CH3:30][N:31]1[CH:35]=[C:34](B2OC(C)(C)C(C)(C)O2)[CH:33]=[N:32]1, predict the reaction product. The product is: [F:23][C:13]1[C:12]([CH2:11][C:8]2[N:6]3[N:7]=[C:2]([C:34]4[CH:33]=[N:32][N:31]([CH3:30])[CH:35]=4)[CH:3]=[CH:4][C:5]3=[N:10][CH:9]=2)=[C:20]([F:21])[CH:19]=[C:18]2[C:14]=1[CH:15]=[N:16][N:17]2[CH3:22]. (4) Given the reactants [Cl:1][C:2]1[CH:7]=[CH:6][CH:5]=[CH:4][C:3]=1[C:8]1[NH:9][C:10](=[O:23])[C:11]2[O:16][C:15]3[CH:17]=[CH:18][C:19]([O:21]C)=[CH:20][C:14]=3[C:12]=2[N:13]=1.O, predict the reaction product. The product is: [Cl:1][C:2]1[CH:7]=[CH:6][CH:5]=[CH:4][C:3]=1[C:8]1[NH:9][C:10](=[O:23])[C:11]2[O:16][C:15]3[CH:17]=[CH:18][C:19]([OH:21])=[CH:20][C:14]=3[C:12]=2[N:13]=1. (5) Given the reactants [CH2:1]([C:4]1[N:8]([CH2:9][C:10]2[CH:11]=[N:12][C:13]([C:16]3[CH:21]=[CH:20][CH:19]=[CH:18][C:17]=3[C:22]3[NH:26][N:25]=[N:24][N:23]=3)=[CH:14][CH:15]=2)[N:7]=[C:6]([C:27](O)=[O:28])[CH:5]=1)[CH2:2][CH3:3].CN(C(ON1N=NC2C=CC=NC1=2)=[N+](C)C)C.F[P-](F)(F)(F)(F)F.CCN(C(C)C)C(C)C.CN(C=O)C.[NH2:68][C@H:69]([CH2:74][C:75]1[CH:80]=[CH:79][CH:78]=[CH:77][C:76]=1[C:81]([F:84])([F:83])[F:82])[CH2:70][C:71]([OH:73])=[O:72].Cl, predict the reaction product. The product is: [CH2:1]([C:4]1[N:8]([CH2:9][C:10]2[CH:11]=[N:12][C:13]([C:16]3[CH:21]=[CH:20][CH:19]=[CH:18][C:17]=3[C:22]3[NH:23][N:24]=[N:25][N:26]=3)=[CH:14][CH:15]=2)[N:7]=[C:6]([C:27]([NH:68][C@H:69]([CH2:74][C:75]2[CH:80]=[CH:79][CH:78]=[CH:77][C:76]=2[C:81]([F:82])([F:83])[F:84])[CH2:70][C:71]([OH:73])=[O:72])=[O:28])[CH:5]=1)[CH2:2][CH3:3].